Dataset: Full USPTO retrosynthesis dataset with 1.9M reactions from patents (1976-2016). Task: Predict the reactants needed to synthesize the given product. (1) Given the product [NH2:20][C:16]1[CH:15]=[C:14]([C:9]2[N:10]([CH3:13])[C:11](=[O:12])[C:6]([O:5][C:3](=[O:4])[C:2]([CH3:28])([CH3:1])[CH3:27])=[C:7]([C:23]([O:25][CH3:26])=[O:24])[N:8]=2)[CH:19]=[CH:18][CH:17]=1, predict the reactants needed to synthesize it. The reactants are: [CH3:1][C:2]([CH3:28])([CH3:27])[C:3]([O:5][C:6]1[C:11](=[O:12])[N:10]([CH3:13])[C:9]([C:14]2[CH:19]=[CH:18][CH:17]=[C:16]([N+:20]([O-])=O)[CH:15]=2)=[N:8][C:7]=1[C:23]([O:25][CH3:26])=[O:24])=[O:4]. (2) Given the product [CH3:15][O:14][C:6]1[CH:5]=[C:4]([CH:2]([OH:3])[CH3:1])[CH:9]=[C:8]([O:10][CH3:11])[C:7]=1[O:12][CH3:13], predict the reactants needed to synthesize it. The reactants are: [CH3:1][C:2]([C:4]1[CH:9]=[C:8]([O:10][CH3:11])[C:7]([O:12][CH3:13])=[C:6]([O:14][CH3:15])[CH:5]=1)=[O:3].CC(C)([O-])C.[Na+]. (3) The reactants are: O.[OH-].[Li+].C[O:5][C:6](=[O:40])[CH2:7][C:8]1[C:17]([CH3:18])=[C:16]([C:19]2[CH:24]=[CH:23][C:22]([S:25]([C:28]3[CH:33]=[CH:32][CH:31]=[CH:30][C:29]=3[O:34][C:35]([F:38])([F:37])[F:36])(=[O:27])=[O:26])=[CH:21][CH:20]=2)[C:15]2[C:10](=[CH:11][CH:12]=[C:13]([Cl:39])[CH:14]=2)[CH:9]=1. Given the product [Cl:39][C:13]1[CH:14]=[C:15]2[C:10](=[CH:11][CH:12]=1)[CH:9]=[C:8]([CH2:7][C:6]([OH:40])=[O:5])[C:17]([CH3:18])=[C:16]2[C:19]1[CH:20]=[CH:21][C:22]([S:25]([C:28]2[CH:33]=[CH:32][CH:31]=[CH:30][C:29]=2[O:34][C:35]([F:37])([F:36])[F:38])(=[O:27])=[O:26])=[CH:23][CH:24]=1, predict the reactants needed to synthesize it. (4) Given the product [CH2:1]([N:3]1[CH2:7][CH2:6][C@H:5]([C:8]([C:12]2[CH:17]=[CH:16][CH:15]=[CH:14][CH:13]=2)([C:18]2[CH:23]=[CH:22][CH:21]=[CH:20][CH:19]=2)[C:9]([OH:24])=[O:10])[CH2:4]1)[CH3:2].[BrH:26].[CH2:1]([N:3]1[CH2:7][CH2:6][C@H:5]([C:8]([C:12]2[CH:17]=[CH:16][CH:15]=[CH:14][CH:13]=2)([C:18]2[CH:23]=[CH:22][CH:21]=[CH:20][CH:19]=2)[C:9]([OH:24])=[O:10])[CH2:4]1)[CH3:2], predict the reactants needed to synthesize it. The reactants are: [CH2:1]([N:3]1[CH2:7][CH2:6][C@H:5]([C:8]([C:18]2[CH:23]=[CH:22][CH:21]=[CH:20][CH:19]=2)([C:12]2[CH:17]=[CH:16][CH:15]=[CH:14][CH:13]=2)[C:9](N)=[O:10])[CH2:4]1)[CH3:2].[OH-:24].[Na+].[BrH:26].